From a dataset of Forward reaction prediction with 1.9M reactions from USPTO patents (1976-2016). Predict the product of the given reaction. (1) The product is: [F:37][CH:2]([F:1])[C:3]1[CH:8]=[CH:7][N:6]=[C:5]([NH:9][C:10]2[CH:11]=[C:12]([C:17]3[CH:22]=[N:21][C:20]([CH:23]([CH:25]4[CH2:30][CH2:29][C@@H:28]([C:31]([OH:33])=[O:32])[C@@H:27]([CH3:36])[CH2:26]4)[CH3:24])=[N:19][CH:18]=3)[CH:13]=[C:14]([CH3:16])[CH:15]=2)[N:4]=1. Given the reactants [F:1][CH:2]([F:37])[C:3]1[CH:8]=[CH:7][N:6]=[C:5]([NH:9][C:10]2[CH:11]=[C:12]([C:17]3[CH:18]=[N:19][C:20]([CH:23]([CH:25]4[CH2:30][CH2:29][C@@H:28]([C:31]([O:33]CC)=[O:32])[C@@H:27]([CH3:36])[CH2:26]4)[CH3:24])=[N:21][CH:22]=3)[CH:13]=[C:14]([CH3:16])[CH:15]=2)[N:4]=1.O.[OH-].[Li+].Cl, predict the reaction product. (2) Given the reactants [Cl:1][C:2]1[CH:18]=[C:17]([F:19])[C:16]([NH2:20])=[CH:15][C:3]=1[C:4]([NH:6][S:7]([N:10]([CH:12]([CH3:14])[CH3:13])[CH3:11])(=[O:9])=[O:8])=[O:5].Cl[C:22]([O:24][CH2:25][CH3:26])=[O:23], predict the reaction product. The product is: [Cl:1][C:2]1[CH:18]=[C:17]([F:19])[C:16]([NH:20][C:22]([O:24][CH2:25][CH3:26])=[O:23])=[CH:15][C:3]=1[C:4]([NH:6][S:7]([N:10]([CH:12]([CH3:14])[CH3:13])[CH3:11])(=[O:9])=[O:8])=[O:5]. (3) The product is: [Si:1]([O:18][CH2:19][CH:20]([C:22]1[CH:27]=[CH:26][C:25]([C:28]2[CH:33]=[C:32]([O:34][CH3:35])[CH:31]=[CH:30][C:29]=2[F:36])=[CH:24][N:23]=1)[O:21][C:51]1[CH:52]=[C:47]([C@H:40]([CH:37]2[CH2:38][CH2:39]2)[C@H:41]([CH3:46])[C:42]([O:44][CH3:45])=[O:43])[CH:48]=[CH:49][C:50]=1[I:53])([C:14]([CH3:16])([CH3:17])[CH3:15])([C:8]1[CH:13]=[CH:12][CH:11]=[CH:10][CH:9]=1)[C:2]1[CH:3]=[CH:4][CH:5]=[CH:6][CH:7]=1. Given the reactants [Si:1]([O:18][CH2:19][CH:20]([C:22]1[CH:27]=[CH:26][C:25]([C:28]2[CH:33]=[C:32]([O:34][CH3:35])[CH:31]=[CH:30][C:29]=2[F:36])=[CH:24][N:23]=1)[OH:21])([C:14]([CH3:17])([CH3:16])[CH3:15])([C:8]1[CH:13]=[CH:12][CH:11]=[CH:10][CH:9]=1)[C:2]1[CH:7]=[CH:6][CH:5]=[CH:4][CH:3]=1.[CH:37]1([C@@H:40]([C:47]2[CH:52]=[CH:51][C:50]([I:53])=[C:49](O)[CH:48]=2)[C@H:41]([CH3:46])[C:42]([O:44][CH3:45])=[O:43])[CH2:39][CH2:38]1.C(P(CCCC)CCCC)CCC.N(C(N1CCCCC1)=O)=NC(N1CCCCC1)=O, predict the reaction product. (4) Given the reactants Cl[C:2]1[N:3]([CH2:19][C:20]2[CH:25]=[CH:24][C:23]([S:26]([NH2:29])(=[O:28])=[O:27])=[CH:22][CH:21]=2)[N:4]=[C:5]2[C:10]=1[C:9](=[O:11])[N:8]([CH3:12])[C:7](=[O:13])[N:6]2[CH2:14][C:15]([CH3:18])([CH3:17])[CH3:16].[F:30][C:31]1[CH:36]=[CH:35][C:34]([NH2:37])=[CH:33][CH:32]=1.C(=O)([O-])[O-].[K+].[K+].CC1(C)C2C(=C(P(C3C=CC=CC=3)C3C=CC=CC=3)C=CC=2)OC2C(P(C3C=CC=CC=3)C3C=CC=CC=3)=CC=CC1=2, predict the reaction product. The product is: [F:30][C:31]1[CH:36]=[CH:35][C:34]([NH:37][C:2]2[N:3]([CH2:19][C:20]3[CH:21]=[CH:22][C:23]([S:26]([NH2:29])(=[O:27])=[O:28])=[CH:24][CH:25]=3)[N:4]=[C:5]3[C:10]=2[C:9](=[O:11])[N:8]([CH3:12])[C:7](=[O:13])[N:6]3[CH2:14][C:15]([CH3:16])([CH3:18])[CH3:17])=[CH:33][CH:32]=1. (5) Given the reactants [NH2:1][CH2:2][C:3]1[C:12](=[O:13])[C:11]2[C:6](=[CH:7][C:8]([Cl:14])=[CH:9][CH:10]=2)[N:5]([C:15]2[CH:20]=[CH:19][CH:18]=[CH:17][CH:16]=2)[CH:4]=1.C(N(CC)C(C)C)(C)C.Cl[C:31]1[S:32][C:33]2[CH:39]=[CH:38][CH:37]=[CH:36][C:34]=2[N:35]=1, predict the reaction product. The product is: [S:32]1[C:33]2[CH:39]=[CH:38][CH:37]=[CH:36][C:34]=2[N:35]=[C:31]1[NH:1][CH2:2][C:3]1[C:12](=[O:13])[C:11]2[C:6](=[CH:7][C:8]([Cl:14])=[CH:9][CH:10]=2)[N:5]([C:15]2[CH:16]=[CH:17][CH:18]=[CH:19][CH:20]=2)[CH:4]=1. (6) Given the reactants [C:1]([C:3]1[N:7]2[CH:8]=[C:9]([C:16]3[CH:21]=[CH:20][C:19]([C:22]([F:25])([F:24])[F:23])=[CH:18][CH:17]=3)[CH:10]=[C:11]([C:12]([F:15])([F:14])[F:13])[C:6]2=[N:5][CH:4]=1)#[CH:2].Br[C:27]1[S:31][C:30]([S:32]([NH2:35])(=[O:34])=[O:33])=[CH:29][CH:28]=1, predict the reaction product. The product is: [F:15][C:12]([F:14])([F:13])[C:11]1[C:6]2[N:7]([C:3]([C:1]#[C:2][C:27]3[S:31][C:30]([S:32]([NH2:35])(=[O:34])=[O:33])=[CH:29][CH:28]=3)=[CH:4][N:5]=2)[CH:8]=[C:9]([C:16]2[CH:21]=[CH:20][C:19]([C:22]([F:25])([F:24])[F:23])=[CH:18][CH:17]=2)[CH:10]=1. (7) Given the reactants [OH-].[Na+].[N:3]1([CH:9]2[CH2:14][CH2:13][N:12]([C:15](=[O:29])[CH2:16][CH2:17][C:18]3[N:19]([CH2:23][C:24]([O:26]CC)=[O:25])[CH:20]=[CH:21][N:22]=3)[CH2:11][CH2:10]2)[CH2:8][CH2:7][O:6][CH2:5][CH2:4]1.[ClH:30], predict the reaction product. The product is: [ClH:30].[N:3]1([CH:9]2[CH2:10][CH2:11][N:12]([C:15](=[O:29])[CH2:16][CH2:17][C:18]3[N:19]([CH2:23][C:24]([OH:26])=[O:25])[CH:20]=[CH:21][N:22]=3)[CH2:13][CH2:14]2)[CH2:8][CH2:7][O:6][CH2:5][CH2:4]1.